This data is from Full USPTO retrosynthesis dataset with 1.9M reactions from patents (1976-2016). The task is: Predict the reactants needed to synthesize the given product. Given the product [CH2:13]([C:7]1([CH2:15][CH3:16])[C:6]2[CH:17]=[C:2]([NH:1][C:23]3[CH:22]=[C:21]([CH:20]=[C:19]([F:18])[CH:24]=3)[C:28]#[N:29])[CH:3]=[CH:4][C:5]=2[N:10]([CH3:11])[C:9](=[O:12])[O:8]1)[CH3:14], predict the reactants needed to synthesize it. The reactants are: [NH2:1][C:2]1[CH:3]=[CH:4][C:5]2[N:10]([CH3:11])[C:9](=[O:12])[O:8][C:7]([CH2:15][CH3:16])([CH2:13][CH3:14])[C:6]=2[CH:17]=1.[F:18][C:19]1[CH:20]=[C:21]([C:28]#[N:29])[CH:22]=[C:23](B(O)O)[CH:24]=1.